This data is from Forward reaction prediction with 1.9M reactions from USPTO patents (1976-2016). The task is: Predict the product of the given reaction. Given the reactants [CH3:1][NH:2][CH2:3][C:4]1([C:10]2[CH:15]=[CH:14][C:13]([O:16][CH2:17][CH2:18][CH2:19][N:20]3[CH2:24][CH2:23][CH2:22][CH2:21]3)=[CH:12][CH:11]=2)[CH2:9][CH2:8][O:7][CH2:6][CH2:5]1.[CH2:25]1OC(O)C[O:27][CH:26]1O.CC(O)=O.C(=O)([O-])[O-].[Na+].[Na+], predict the reaction product. The product is: [CH3:1][N:2]([CH2:3][C:4]1([C:10]2[CH:15]=[CH:14][C:13]([O:16][CH2:17][CH2:18][CH2:19][N:20]3[CH2:24][CH2:23][CH2:22][CH2:21]3)=[CH:12][CH:11]=2)[CH2:9][CH2:8][O:7][CH2:6][CH2:5]1)[CH2:25][CH2:26][OH:27].